This data is from Full USPTO retrosynthesis dataset with 1.9M reactions from patents (1976-2016). The task is: Predict the reactants needed to synthesize the given product. (1) Given the product [CH3:17][O:16][C:14]1[CH:13]=[CH:12][C:4]([CH2:5][NH:6][C:7]2[S:11][CH:20]=[CH:9][N:8]=2)=[CH:3][CH:15]=1, predict the reactants needed to synthesize it. The reactants are: CO[C:3]1[CH:15]=[C:14]([O:16][CH3:17])[CH:13]=[CH:12][C:4]=1[CH2:5][NH:6][C:7]1[S:11]N=[CH:9][N:8]=1.S1C(N)=N[CH:20]=N1.S1C=CN=C1N. (2) The reactants are: B(Br)(Br)Br.[CH:5]([C:7]1[CH:14]=[CH:13][C:10]([C:11]#[N:12])=[CH:9][C:8]=1[O:15]C)=[O:6].C(=O)(O)[O-].[Na+]. Given the product [CH:5]([C:7]1[CH:14]=[CH:13][C:10]([C:11]#[N:12])=[CH:9][C:8]=1[OH:15])=[O:6], predict the reactants needed to synthesize it. (3) Given the product [C:1]1([CH:7]([C:25]2[CH:30]=[CH:29][CH:28]=[CH:27][CH:26]=2)[CH2:8][CH2:9][N:10]2[CH2:15][CH2:14][CH:13]([NH:16][C:17](=[O:24])[CH2:18][C:19]3[N:23]([CH3:33])[N:22]=[N:21][N:20]=3)[CH2:12][CH2:11]2)[CH:6]=[CH:5][CH:4]=[CH:3][CH:2]=1, predict the reactants needed to synthesize it. The reactants are: [C:1]1([CH:7]([C:25]2[CH:30]=[CH:29][CH:28]=[CH:27][CH:26]=2)[CH2:8][CH2:9][N:10]2[CH2:15][CH2:14][CH:13]([NH:16][C:17](=[O:24])[CH2:18][C:19]3[N:20]=[N:21][NH:22][N:23]=3)[CH2:12][CH2:11]2)[CH:6]=[CH:5][CH:4]=[CH:3][CH:2]=1.[OH-].[Na+].[CH3:33]I. (4) Given the product [F:33][C:32]([F:35])([F:34])[C:30]([OH:36])=[O:31].[F:33][C:32]([F:35])([F:34])[C:30]([OH:36])=[O:31].[CH3:1][O:2][CH2:3][CH2:4][N:5]1[CH2:9][C@@H:8]([C:10]2[CH:11]=[CH:12][N:13]=[CH:14][CH:15]=2)[C@H:7]([NH2:16])[CH2:6]1, predict the reactants needed to synthesize it. The reactants are: [CH3:1][O:2][CH2:3][CH2:4][N:5]1[CH2:9][C@@H:8]([C:10]2[CH:15]=[CH:14][N:13]=[CH:12][CH:11]=2)[C@H:7]([NH:16]C(=O)OCC2C=CC=CC=2)[CH2:6]1.CCO.[C:30]([OH:36])([C:32]([F:35])([F:34])[F:33])=[O:31]. (5) Given the product [Br:1][C:2]1[CH:7]=[CH:6][C:5]([C:8]([N:22]=[C:25]=[O:34])([CH3:18])[CH:12]([CH:15]([CH3:16])[CH3:17])[CH:13]=[CH2:14])=[CH:4][C:3]=1[Cl:19], predict the reactants needed to synthesize it. The reactants are: [Br:1][C:2]1[CH:7]=[CH:6][C:5]([C:8]([CH3:18])([CH:12]([CH:15]([CH3:17])[CH3:16])[CH:13]=[CH2:14])C(O)=O)=[CH:4][C:3]=1[Cl:19].C([N:22]([CH2:25]C)CC)C.C1(P(N=[N+]=[N-])(C2C=CC=CC=2)=[O:34])C=CC=CC=1. (6) Given the product [S:2]([O-:6])([O-:5])(=[O:4])=[O:3].[Cr+3:7].[S:2]([O-:6])([O-:5])(=[O:4])=[O:3].[S:2]([O-:6])([O-:5])(=[O:4])=[O:3].[Cr+3:1].[OH-:8].[Na+:16], predict the reactants needed to synthesize it. The reactants are: [Cr:1].[S:2](=[O:6])(=[O:5])([OH:4])[OH:3].[Cr:7](O[Cr]([O-])(=O)=O)([O-])(=O)=[O:8].[Na+:16].[Na+]. (7) Given the product [Cl:15][C:6]1[CH:5]=[N:4][C:3]2[C:8](=[CH:9][CH:10]=[CH:11][C:2]=2[Cl:1])[N:7]=1, predict the reactants needed to synthesize it. The reactants are: [Cl:1][C:2]1[CH:11]=[CH:10][CH:9]=[C:8]2[C:3]=1[N:4]=[CH:5][C:6](=O)[NH:7]2.P(Cl)(Cl)([Cl:15])=O.